This data is from Full USPTO retrosynthesis dataset with 1.9M reactions from patents (1976-2016). The task is: Predict the reactants needed to synthesize the given product. (1) Given the product [O:15]=[C:11]([CH3:10])[CH2:12][C:13]([NH:2][C@H:3]([C:4]([O:6][CH2:7][CH3:8])=[O:5])[CH3:9])=[O:14], predict the reactants needed to synthesize it. The reactants are: Cl.[NH2:2][C@@H:3]([CH3:9])[C:4]([O:6][CH2:7][CH3:8])=[O:5].[CH2:10]=[C:11]1[O:15][C:13](=[O:14])[CH2:12]1.C([O-])(O)=O.[Na+]. (2) Given the product [CH3:27][C:16]1[CH:15]=[C:14]([O:13][CH:8]([C:4]2[CH:3]=[C:2]([C:33]3[CH:34]=[CH:35][C:30]([C:29]([F:40])([F:39])[F:28])=[CH:31][CH:32]=3)[CH:7]=[CH:6][CH:5]=2)[CH2:9][CH2:10][CH2:11][CH3:12])[CH:19]=[CH:18][C:17]=1[O:20][CH2:21][C:22]([O:24][CH2:25][CH3:26])=[O:23], predict the reactants needed to synthesize it. The reactants are: Br[C:2]1[CH:3]=[C:4]([CH:8]([O:13][C:14]2[CH:19]=[CH:18][C:17]([O:20][CH2:21][C:22]([O:24][CH2:25][CH3:26])=[O:23])=[C:16]([CH3:27])[CH:15]=2)[CH2:9][CH2:10][CH2:11][CH3:12])[CH:5]=[CH:6][CH:7]=1.[F:28][C:29]([F:40])([F:39])[C:30]1[CH:35]=[CH:34][C:33](B(O)O)=[CH:32][CH:31]=1.C(=O)([O-])[O-].[Na+].[Na+].